This data is from Retrosynthesis with 50K atom-mapped reactions and 10 reaction types from USPTO. The task is: Predict the reactants needed to synthesize the given product. (1) Given the product CCCCCCCCCCCCCCC(COS(=O)(=O)c1ccc(C)cc1)OCC, predict the reactants needed to synthesize it. The reactants are: CCCCCCCCCCCCCCC(CO)OCC.Cc1ccc(S(=O)(=O)Cl)cc1. (2) Given the product Cc1nc(I)cn1-c1cnn(C)c(=O)c1, predict the reactants needed to synthesize it. The reactants are: Cc1nc(I)c(I)n1-c1cnn(C)c(=O)c1. (3) Given the product CCOC(=O)c1nn(-c2ccccc2Cl)c(-c2ccc(C(F)(F)F)cc2)c1C=O, predict the reactants needed to synthesize it. The reactants are: CCOC(=O)c1nn(-c2ccccc2Cl)c(Br)c1C=O.OB(O)c1ccc(C(F)(F)F)cc1. (4) Given the product O=C(O)C1Cc2c([nH]c3ccccc23)CN1, predict the reactants needed to synthesize it. The reactants are: C=O.N[C@@H](Cc1c[nH]c2ccccc12)C(=O)O. (5) Given the product CCN(CC)CCNC(=O)c1cccc(S(C)(=O)=NC(=O)c2cncc(C#Cc3cccc(NC(=O)c4cc(C)nn4C)c3)c2)c1, predict the reactants needed to synthesize it. The reactants are: CCN(CC)CCN.Cc1cc(C(=O)Nc2cccc(C#Cc3cncc(C(=O)N=S(C)(=O)c4cccc(C(=O)O)c4)c3)c2)n(C)n1. (6) Given the product O=C(NCc1ccccc1)OCc1ccccc1[N+](=O)[O-], predict the reactants needed to synthesize it. The reactants are: O=C=NCc1ccccc1.O=[N+]([O-])c1ccccc1CO.